From a dataset of Full USPTO retrosynthesis dataset with 1.9M reactions from patents (1976-2016). Predict the reactants needed to synthesize the given product. (1) Given the product [CH3:14][C:11]1([CH3:15])[C:10](=[O:16])[CH:9]=[C:8]([N:2]2[CH:6]=[N:5][CH:4]=[N:3]2)[CH2:13][CH2:12]1, predict the reactants needed to synthesize it. The reactants are: [Na].[NH:2]1[CH:6]=[N:5][CH:4]=[N:3]1.Cl[C:8]1[CH2:13][CH2:12][C:11]([CH3:15])([CH3:14])[C:10](=[O:16])[CH:9]=1.O. (2) Given the product [Br:7][CH2:6][C@@H:5]([OH:4])[CH2:8][CH2:9][C:10]1[CH:15]=[CH:14][CH:13]=[CH:12][C:11]=1[OH:16], predict the reactants needed to synthesize it. The reactants are: C([O:4][C@@H:5]([CH2:8][CH2:9][C:10]1[CH:15]=[CH:14][CH:13]=[CH:12][C:11]=1[OH:16])[CH2:6][Br:7])(=O)C.Cl.CCOCC. (3) Given the product [F:14][C:13]([F:16])([F:15])[C:12]1[CH:7]=[N:8][CH:9]=[CH:10][CH:11]=1, predict the reactants needed to synthesize it. The reactants are: N1C=CC=N1.Cl[C:7]1[C:12]([C:13]([F:16])([F:15])[F:14])=[CH:11][CH:10]=[CH:9][N:8]=1.C([O-])([O-])=O.[K+].[K+].O.